Dataset: Peptide-MHC class II binding affinity with 134,281 pairs from IEDB. Task: Regression. Given a peptide amino acid sequence and an MHC pseudo amino acid sequence, predict their binding affinity value. This is MHC class II binding data. (1) The peptide sequence is ESWIVDRQWAQDLTL. The MHC is DRB1_1101 with pseudo-sequence DRB1_1101. The binding affinity (normalized) is 0.229. (2) The peptide sequence is KVLIELEPPFGDSYIVV. The MHC is DRB1_0405 with pseudo-sequence DRB1_0405. The binding affinity (normalized) is 0.0817. (3) The peptide sequence is TTVLDFHPGAGKTRR. The MHC is DRB3_0202 with pseudo-sequence DRB3_0202. The binding affinity (normalized) is 0.407. (4) The MHC is DRB1_0101 with pseudo-sequence DRB1_0101. The peptide sequence is VIPAGELQVIEKVDAAFKVA. The binding affinity (normalized) is 0.635.